Predict the reaction yield, written as a fraction of the theoretical maximum amount of product (1.0 means a 100% yield; for example, 0.34 means a 34% yield). From a dataset of Reaction yield outcomes from USPTO patents with 853,638 reactions. (1) The reactants are C[O:2][C:3]([C:5]1[CH:10]=[N:9][CH:8]=[CH:7][N:6]=1)=O.O.[NH2:12][NH2:13]. The catalyst is CCO. The product is [N:6]1[CH:7]=[CH:8][N:9]=[CH:10][C:5]=1[C:3]([NH:12][NH2:13])=[O:2]. The yield is 1.00. (2) The reactants are [N:1]1[CH:6]=[CH:5][CH:4]=[C:3]([C:7]2[CH:15]=[CH:14][C:10]([C:11]([OH:13])=[O:12])=[CH:9][CH:8]=2)[CH:2]=1.C1C=C(Cl)C=C(C(OO)=[O:24])C=1. The catalyst is C1COCC1. The product is [O-:24][N+:1]1[CH:6]=[CH:5][CH:4]=[C:3]([C:7]2[CH:15]=[CH:14][C:10]([C:11]([OH:13])=[O:12])=[CH:9][CH:8]=2)[CH:2]=1. The yield is 0.860.